This data is from Peptide-MHC class I binding affinity with 185,985 pairs from IEDB/IMGT. The task is: Regression. Given a peptide amino acid sequence and an MHC pseudo amino acid sequence, predict their binding affinity value. This is MHC class I binding data. (1) The peptide sequence is QHTRRVSVL. The MHC is HLA-A30:01 with pseudo-sequence HLA-A30:01. The binding affinity (normalized) is 0.0847. (2) The peptide sequence is ELPVKTDIV. The MHC is HLA-A02:01 with pseudo-sequence HLA-A02:01. The binding affinity (normalized) is 0.139. (3) The peptide sequence is KAYANMWSL. The MHC is HLA-B58:01 with pseudo-sequence HLA-B58:01. The binding affinity (normalized) is 0.651.